From a dataset of Catalyst prediction with 721,799 reactions and 888 catalyst types from USPTO. Predict which catalyst facilitates the given reaction. (1) Product: [NH3:6].[Br:1][C:2]1[CH:29]=[CH:28][C:5]([NH:6][C:7]2[C:16]3[C:11](=[CH:12][C:13]([O:19][CH2:20][CH2:21][CH:22]4[CH2:27][CH2:26][N:25]([C:34](=[O:35])[CH2:33][N:32]([CH3:37])[CH3:31])[CH2:24][CH2:23]4)=[C:14]([O:17][CH3:18])[CH:15]=3)[N:10]=[CH:9][N:8]=2)=[C:4]([F:30])[CH:3]=1. Reactant: [Br:1][C:2]1[CH:29]=[CH:28][C:5]([NH:6][C:7]2[C:16]3[C:11](=[CH:12][C:13]([O:19][CH2:20][CH2:21][CH:22]4[CH2:27][CH2:26][NH:25][CH2:24][CH2:23]4)=[C:14]([O:17][CH3:18])[CH:15]=3)[N:10]=[CH:9][N:8]=2)=[C:4]([F:30])[CH:3]=1.[CH3:31][N:32]([CH3:37])[CH2:33][C:34](O)=[O:35].C(N(C(C)C)CC)(C)C. The catalyst class is: 42. (2) Product: [CH2:33]([O:32][C:28](=[O:31])[C:29]([NH:8][C:5]1[C:4]([NH:9][CH2:10][C:11]2[C:16]([F:17])=[CH:15][CH:14]=[C:13]([F:18])[C:12]=2[Cl:19])=[N:3][C:2]([Br:1])=[CH:7][N:6]=1)=[O:30])[CH3:34]. The catalyst class is: 2. Reactant: [Br:1][C:2]1[N:3]=[C:4]([NH:9][CH2:10][C:11]2[C:16]([F:17])=[CH:15][CH:14]=[C:13]([F:18])[C:12]=2[Cl:19])[C:5]([NH2:8])=[N:6][CH:7]=1.C(N(C(C)C)CC)C.[C:28]([O:32][CH2:33][CH3:34])(=[O:31])[CH:29]=[O:30].O. (3) Reactant: [NH2:1][C:2]1[S:3][C:4]([C:13]#[N:14])=[C:5]([C:7]2[CH:12]=[CH:11][CH:10]=[CH:9][CH:8]=2)[N:6]=1.Cl.[NH2:16][OH:17].C(=O)([O-])[O-].[K+].[K+]. Product: [NH2:1][C:2]1[S:3][C:4]([C:13]([NH:16][OH:17])=[NH:14])=[C:5]([C:7]2[CH:12]=[CH:11][CH:10]=[CH:9][CH:8]=2)[N:6]=1. The catalyst class is: 97. (4) Reactant: [Cl:1][C:2]1[C:7]([N:8]2[C:17](=[O:18])[C:16]3[C:11](=[CH:12][CH:13]=[C:14]([F:19])[CH:15]=3)[N:10]=[C:9]2[CH3:20])=[CH:6][CH:5]=[CH:4][N:3]=1.CO[CH:23](OC)[N:24]([CH3:26])[CH3:25]. Product: [Cl:1][C:2]1[C:7]([N:8]2[C:17](=[O:18])[C:16]3[C:11](=[CH:12][CH:13]=[C:14]([F:19])[CH:15]=3)[N:10]=[C:9]2[CH:20]=[CH:23][N:24]([CH3:26])[CH3:25])=[CH:6][CH:5]=[CH:4][N:3]=1. The catalyst class is: 9. (5) Reactant: Cl[C:2]1[C:7]([NH2:8])=[CH:6][C:5]([N:9]2[CH2:14][CH2:13][O:12][CH2:11][CH2:10]2)=[CH:4][N:3]=1.[C:15]([C:17]1[CH:22]=[CH:21][C:20](B(O)O)=[CH:19][CH:18]=1)#[N:16].C1(P(C2CCCCC2)C2CCCCC2)CCCCC1.[O-]P([O-])([O-])=O.[K+].[K+].[K+]. Product: [NH2:8][C:7]1[C:2]([C:20]2[CH:21]=[CH:22][C:17]([C:15]#[N:16])=[CH:18][CH:19]=2)=[N:3][CH:4]=[C:5]([N:9]2[CH2:14][CH2:13][O:12][CH2:11][CH2:10]2)[CH:6]=1. The catalyst class is: 552. (6) Reactant: C(Cl)(=O)C.[CH2:5]1[C:10]2([CH2:15][CH2:14][N:13](C(OC(C)(C)C)=O)[CH2:12][CH2:11]2)[CH2:9][CH2:8][CH2:7][O:6]1. Product: [CH2:5]1[C:10]2([CH2:11][CH2:12][NH:13][CH2:14][CH2:15]2)[CH2:9][CH2:8][CH2:7][O:6]1. The catalyst class is: 5.